This data is from Forward reaction prediction with 1.9M reactions from USPTO patents (1976-2016). The task is: Predict the product of the given reaction. (1) Given the reactants [Cl:1][C:2]1[CH:3]=[CH:4][C:5]([C:28]([F:31])([F:30])[F:29])=[C:6]([CH:27]=1)[CH2:7][N:8]1[CH2:13][CH2:12][NH:11][C:10]2[N:14]=[CH:15][C:16]([C:18]3[CH:26]=[CH:25][C:21]([C:22](O)=[O:23])=[CH:20][CH:19]=3)=[CH:17][C:9]1=2.[NH2:32][CH:33]1[CH2:38][CH2:37][N:36]([CH3:39])[CH2:35][CH2:34]1, predict the reaction product. The product is: [Cl:1][C:2]1[CH:3]=[CH:4][C:5]([C:28]([F:30])([F:31])[F:29])=[C:6]([CH:27]=1)[CH2:7][N:8]1[CH2:13][CH2:12][NH:11][C:10]2[N:14]=[CH:15][C:16]([C:18]3[CH:19]=[CH:20][C:21]([C:22]([NH:32][CH:33]4[CH2:38][CH2:37][N:36]([CH3:39])[CH2:35][CH2:34]4)=[O:23])=[CH:25][CH:26]=3)=[CH:17][C:9]1=2. (2) Given the reactants [CH:1]1([C@@:6]([OH:15])([C:10]2[S:11][CH:12]=[CH:13][CH:14]=2)[C:7]([OH:9])=[O:8])[CH2:5][CH2:4][CH2:3][CH2:2]1.C(N1C=CN=C1)(N1C=CN=C1)=O.O[C@H:29]1[CH:34]2[CH2:35][CH2:36][N:31]([CH2:32][CH2:33]2)[CH2:30]1.O, predict the reaction product. The product is: [N:31]12[CH2:36][CH2:35][CH:34]([CH2:33][CH2:32]1)[C@H:29]([O:8][C:7](=[O:9])[C@:6]([CH:1]1[CH2:5][CH2:4][CH2:3][CH2:2]1)([OH:15])[C:10]1[S:11][CH:12]=[CH:13][CH:14]=1)[CH2:30]2. (3) Given the reactants [CH3:1][C:2]1[CH:11]=[C:10]([CH3:12])[C:9]([C:13]2[NH:17][CH:16]3[CH2:18][O:19][CH2:20][CH:15]3[N:14]=2)=[CH:8][C:3]=1[C:4](OC)=[O:5].Cl.[NH:22]1[CH2:27][CH2:26][CH:25]([C:28]2[CH:35]=[CH:34][C:31]([C:32]#[N:33])=[CH:30][CH:29]=2)[CH2:24][CH2:23]1.CCN=C=NCCCN(C)C.Cl, predict the reaction product. The product is: [CH3:1][C:2]1[CH:11]=[C:10]([CH3:12])[C:9]([C:13]2[NH:17][CH:16]3[CH2:18][O:19][CH2:20][CH:15]3[N:14]=2)=[CH:8][C:3]=1[C:4]([N:22]1[CH2:27][CH2:26][CH:25]([C:28]2[CH:35]=[CH:34][C:31]([C:32]#[N:33])=[CH:30][CH:29]=2)[CH2:24][CH2:23]1)=[O:5]. (4) Given the reactants Br[C:2]1[CH:3]=[CH:4][C:5]2[NH:11][CH2:10][CH2:9][N:8]=[CH:7][C:6]=2[CH:12]=1.[N:13]1[CH:18]=[CH:17][C:16](B(O)O)=[CH:15][CH:14]=1.C(=O)([O-])[O-].[K+].[K+].CN(C=O)C, predict the reaction product. The product is: [N:13]1[CH:18]=[CH:17][C:16]([C:2]2[CH:3]=[CH:4][C:5]3[NH:11][CH2:10][CH2:9][N:8]=[CH:7][C:6]=3[CH:12]=2)=[CH:15][CH:14]=1. (5) Given the reactants [C:1](=[O:12])(OC(Cl)(Cl)Cl)OC(Cl)(Cl)Cl.[CH2:13]([C:15]1([CH2:20][CH2:21][NH2:22])[CH2:19][CH2:18][O:17][CH2:16]1)[CH3:14].[C@H:23]1([NH:32][C:33]2[CH:42]=[CH:41][C:40]3[C:35](=[CH:36][CH:37]=[C:38]([NH2:43])[CH:39]=3)[N:34]=2)[C:31]2[C:26](=[CH:27][CH:28]=[CH:29][CH:30]=2)[CH2:25][CH2:24]1, predict the reaction product. The product is: [C@H:23]1([NH:32][C:33]2[CH:42]=[CH:41][C:40]3[C:35](=[CH:36][CH:37]=[C:38]([NH:43][C:1]([N:22]4[CH2:14][CH2:13][C:15]5([CH2:16][O:17][CH2:18][CH2:19]5)[CH2:20][CH2:21]4)=[O:12])[CH:39]=3)[N:34]=2)[C:31]2[C:26](=[CH:27][CH:28]=[CH:29][CH:30]=2)[CH2:25][CH2:24]1. (6) The product is: [CH3:28][O:27][C:21]1[CH:20]=[C:19]([C:13]2[C:14]([CH3:18])([CH3:17])[C:15](=[O:16])[N:11]([CH:8]3[CH2:7][CH2:6][N:5]([C:3](=[O:4])[CH2:2][N:29]4[C:34](=[O:35])[CH2:33][O:32][CH2:31][C:30]4=[O:36])[CH2:10][CH2:9]3)[N:12]=2)[CH:24]=[CH:23][C:22]=1[O:25][CH3:26]. Given the reactants Cl[CH2:2][C:3]([N:5]1[CH2:10][CH2:9][CH:8]([N:11]2[C:15](=[O:16])[C:14]([CH3:18])([CH3:17])[C:13]([C:19]3[CH:24]=[CH:23][C:22]([O:25][CH3:26])=[C:21]([O:27][CH3:28])[CH:20]=3)=[N:12]2)[CH2:7][CH2:6]1)=[O:4].[NH:29]1[C:34](=[O:35])[CH2:33][O:32][CH2:31][C:30]1=[O:36].C([O-])([O-])=O.[K+].[K+], predict the reaction product. (7) Given the reactants [Br:1][C:2]1[CH:7]=[C:6](O)[C:5]([Br:9])=[CH:4][C:3]=1[OH:10].[C:11]([O-:14])([O-])=O.[K+].[K+].Br[CH2:18][CH2:19][CH2:20][CH2:21][CH2:22][CH2:23][CH2:24][CH2:25][CH2:26][CH2:27][CH2:28][CH3:29], predict the reaction product. The product is: [Br:9][C:5]1[CH:4]=[C:3]([O:10][CH2:18][CH2:19][CH2:20][CH2:21][CH2:22][CH2:23][CH2:24][CH2:25][CH2:26][CH2:27][CH2:28][CH3:29])[C:2]([Br:1])=[CH:7][C:6]=1[O:14][CH2:11][CH2:28][CH2:27][CH2:26][CH2:25][CH2:24][CH2:23][CH2:22][CH2:21][CH2:20][CH2:19][CH3:18]. (8) Given the reactants [CH3:1][O:2][C:3]1[CH:4]=[C:5]([C:11]2[CH:12]=[CH:13][C:14]3[N:15]([C:17]([C:21]4[CH:26]=[CH:25][C:24](I)=[CH:23][CH:22]=4)=[C:18]([CH3:20])[N:19]=3)[N:16]=2)[CH:6]=[CH:7][C:8]=1[O:9][CH3:10].[NH:28]1[CH2:33][CH2:32][O:31][CH2:30][CH2:29]1.C([O-])([O-])=O.[K+].[K+].N1CCC[C@H]1C(O)=O, predict the reaction product. The product is: [CH3:1][O:2][C:3]1[CH:4]=[C:5]([C:11]2[CH:12]=[CH:13][C:14]3[N:15]([C:17]([C:21]4[CH:26]=[CH:25][C:24]([N:28]5[CH2:33][CH2:32][O:31][CH2:30][CH2:29]5)=[CH:23][CH:22]=4)=[C:18]([CH3:20])[N:19]=3)[N:16]=2)[CH:6]=[CH:7][C:8]=1[O:9][CH3:10]. (9) Given the reactants Cl[CH2:2][C:3](=O)[C:4]([F:7])([F:6])[F:5].[Cl:9][C:10]1[N:15]=[N:14][C:13]([NH2:16])=[CH:12][CH:11]=1, predict the reaction product. The product is: [Cl:9][C:10]1[CH:11]=[CH:12][C:13]2[N:14]([CH:2]=[C:3]([C:4]([F:7])([F:6])[F:5])[N:16]=2)[N:15]=1.